This data is from Reaction yield outcomes from USPTO patents with 853,638 reactions. The task is: Predict the reaction yield, written as a fraction of the theoretical maximum amount of product (1.0 means a 100% yield; for example, 0.34 means a 34% yield). (1) The reactants are [F:1][C:2]1[CH:3]=[C:4]2[C:8](=[CH:9][CH:10]=1)[NH:7][C:6](=[O:11])[C:5]2=[O:12].[H-].[Na+].Br[CH:16]([C:23]1[CH:28]=[CH:27][CH:26]=[CH:25][CH:24]=1)[C:17]1[CH:22]=[CH:21][CH:20]=[CH:19][CH:18]=1. The catalyst is CN(C)C=O.C(OCC)(=O)C. The product is [C:17]1([CH:16]([C:23]2[CH:24]=[CH:25][CH:26]=[CH:27][CH:28]=2)[N:7]2[C:8]3[C:4](=[CH:3][C:2]([F:1])=[CH:10][CH:9]=3)[C:5](=[O:12])[C:6]2=[O:11])[CH:22]=[CH:21][CH:20]=[CH:19][CH:18]=1. The yield is 0.520. (2) The product is [Cl:1][C:2]1[CH:7]=[CH:6][C:5]([CH:8]([Cl:24])[C:10]2[CH:15]=[CH:14][C:13]([Cl:16])=[CH:12][CH:11]=2)=[CH:4][CH:3]=1. The catalyst is ClCCl. The yield is 0.880. The reactants are [Cl:1][C:2]1[CH:7]=[CH:6][C:5]([CH:8]([C:10]2[CH:15]=[CH:14][C:13]([Cl:16])=[CH:12][CH:11]=2)O)=[CH:4][CH:3]=1.CN(C)C=O.S(Cl)([Cl:24])=O. (3) The reactants are [C:1]([C:3]1[C:4]([F:24])=[CH:5][C:6]([O:22]C)=[C:7]([CH:21]=1)[C:8]([NH:10][CH2:11][C:12]1[CH:17]=[CH:16][CH:15]=[C:14]([N+:18]([O-:20])=[O:19])[CH:13]=1)=[O:9])#[N:2].B(Br)(Br)Br. The catalyst is ClCCl. The product is [C:1]([C:3]1[C:4]([F:24])=[CH:5][C:6]([OH:22])=[C:7]([CH:21]=1)[C:8]([NH:10][CH2:11][C:12]1[CH:17]=[CH:16][CH:15]=[C:14]([N+:18]([O-:20])=[O:19])[CH:13]=1)=[O:9])#[N:2]. The yield is 0.590.